Dataset: Catalyst prediction with 721,799 reactions and 888 catalyst types from USPTO. Task: Predict which catalyst facilitates the given reaction. (1) Reactant: [ClH:1].[CH2:2]1[C:11]2[C:6](=[CH:7][CH:8]=[CH:9][CH:10]=2)[CH2:5][C:4](=[O:12])[O:3]1.[CH3:13]O. Product: [Cl:1][CH2:2][C:11]1[CH:10]=[CH:9][CH:8]=[CH:7][C:6]=1[CH2:5][C:4]([O:3][CH3:13])=[O:12]. The catalyst class is: 6. (2) Reactant: [Br:1][C:2]1[C:3]([O:11][CH2:12][O:13][CH3:14])=[C:4]([OH:10])[C:5]([O:8][CH3:9])=[CH:6][CH:7]=1.C(=O)([O-])[O-].[K+].[K+].[CH:21]1([CH2:24]Br)[CH2:23][CH2:22]1. Product: [Br:1][C:2]1[CH:7]=[CH:6][C:5]([O:8][CH3:9])=[C:4]([O:10][CH2:24][CH:21]2[CH2:23][CH2:22]2)[C:3]=1[O:11][CH2:12][O:13][CH3:14]. The catalyst class is: 10. (3) Reactant: [Cl:1][C:2]1[N:3]=[C:4]([N:26]2[CH2:31][CH2:30][O:29][CH2:28][CH2:27]2)[C:5]2[N:11]=[C:10]([CH2:12][CH:13]3[CH2:18][CH2:17][N:16](C(OC(C)(C)C)=O)[CH2:15][CH2:14]3)[CH:9]=[CH:8][C:6]=2[N:7]=1.Cl. Product: [Cl:1][C:2]1[N:3]=[C:4]([N:26]2[CH2:27][CH2:28][O:29][CH2:30][CH2:31]2)[C:5]2[N:11]=[C:10]([CH2:12][CH:13]3[CH2:18][CH2:17][NH:16][CH2:15][CH2:14]3)[CH:9]=[CH:8][C:6]=2[N:7]=1. The catalyst class is: 135. (4) Reactant: Br[C:2]1[CH:10]=[C:9]([Cl:11])[C:8]2[N:7]([CH2:12][CH3:13])[CH2:6][C@@H:5]3[CH2:14][N:15]([C:18]([O:20][C:21]([CH3:24])([CH3:23])[CH3:22])=[O:19])[CH2:16][CH2:17][C:3]=1[C:4]=23.C1COCC1.C([Li])(C)(C)C.CCCCCC. Product: [Cl:11][C:9]1[C:8]2[N:7]([CH2:12][CH3:13])[CH2:6][C@@H:5]3[CH2:14][N:15]([C:18]([O:20][C:21]([CH3:22])([CH3:24])[CH3:23])=[O:19])[CH2:16][CH2:17][C:3]([C:4]=23)=[CH:2][CH:10]=1. The catalyst class is: 6.